This data is from hERG Central: cardiac toxicity at 1µM, 10µM, and general inhibition. The task is: Predict hERG channel inhibition at various concentrations. (1) The molecule is CCOc1ccc(Nc2nc(N)nc(CN3CCN(c4ccccc4F)CC3)n2)cc1. Results: hERG_inhib (hERG inhibition (general)): blocker. (2) The compound is CCCCN(C)CCn1c(=S)[nH]c2cc(OCC)c(OCC)cc2c1=O. Results: hERG_inhib (hERG inhibition (general)): blocker. (3) The drug is O=C(NCCNc1ccc([N+](=O)[O-])cc1)c1ccc(Cl)cc1. Results: hERG_inhib (hERG inhibition (general)): blocker. (4) The molecule is O=C(CN1CCN(Cc2ccc3c(c2)OCO3)CC1)N1CCc2[nH]c3ccc(F)cc3c2C1. Results: hERG_inhib (hERG inhibition (general)): blocker. (5) The molecule is Clc1cccc(CSc2ccc(-c3cccnc3)nn2)c1. Results: hERG_inhib (hERG inhibition (general)): blocker. (6) The compound is Cc1cccc2sc(N(CCCN(C)C)C(=O)COc3ccc(Cl)cc3)nc12.Cl. Results: hERG_inhib (hERG inhibition (general)): blocker. (7) The compound is COc1ccc(C(=O)CCN2CCN(c3ccccc3F)CC2)cc1.Cl. Results: hERG_inhib (hERG inhibition (general)): blocker. (8) The compound is O=C(c1cccs1)N1CCCC(N2CCN(c3cccc(C(F)(F)F)c3)CC2)C1. Results: hERG_inhib (hERG inhibition (general)): blocker.